This data is from Reaction yield outcomes from USPTO patents with 853,638 reactions. The task is: Predict the reaction yield, written as a fraction of the theoretical maximum amount of product (1.0 means a 100% yield; for example, 0.34 means a 34% yield). (1) The reactants are [C:1]([C:5]1[CH:13]=[CH:12][C:8]([C:9]([OH:11])=O)=[CH:7][C:6]=1[N+:14]([O-:16])=[O:15])([CH3:4])([CH3:3])[CH3:2].[Cl:17][C:18]1[N:23]=[CH:22][C:21]([NH2:24])=[CH:20][CH:19]=1.C(P1(=O)OP(=O)(CCC)OP(=O)(CCC)O1)CC.C(N(C(C)C)C(C)C)C. The catalyst is CN(C=O)C.O. The product is [C:1]([C:5]1[CH:13]=[CH:12][C:8]([C:9]([NH:24][C:21]2[CH:22]=[N:23][C:18]([Cl:17])=[CH:19][CH:20]=2)=[O:11])=[CH:7][C:6]=1[N+:14]([O-:16])=[O:15])([CH3:2])([CH3:3])[CH3:4]. The yield is 0.960. (2) The reactants are [F:1][C:2]1[CH:25]=[CH:24][CH:23]=[CH:22][C:3]=1[CH2:4][N:5]1[C:13]2[C:8](=[CH:9][CH:10]=[CH:11][CH:12]=2)[C:7]([C:14]2[N:19]=[C:18]([NH2:20])[CH:17]=[C:16]([NH2:21])[N:15]=2)=[N:6]1.C(N(CC)CC)C.[C:33](OC(=O)C)(=[O:35])[CH3:34]. The catalyst is CN(C)C=O. The product is [NH2:20][C:18]1[N:19]=[C:14]([C:7]2[C:8]3[C:13](=[CH:12][CH:11]=[CH:10][CH:9]=3)[N:5]([CH2:4][C:3]3[CH:22]=[CH:23][CH:24]=[CH:25][C:2]=3[F:1])[N:6]=2)[N:15]=[C:16]([NH:21][C:33](=[O:35])[CH3:34])[CH:17]=1. The yield is 0.687.